The task is: Predict which catalyst facilitates the given reaction.. This data is from Catalyst prediction with 721,799 reactions and 888 catalyst types from USPTO. Reactant: [CH3:1][N:2]([CH2:10][CH:11]=O)[C:3](=[O:9])[O:4][C:5]([CH3:8])([CH3:7])[CH3:6].[CH3:13][O:14][C:15]1[CH:20]=[CH:19][CH:18]=[CH:17][C:16]=1[C:21]1[NH:25][C:24]2[C:26]([CH:30]3[CH2:35][CH2:34][NH:33][CH2:32][CH2:31]3)=[CH:27][CH:28]=[CH:29][C:23]=2[N:22]=1.C(O)(=O)C.C(O[BH-](OC(=O)C)OC(=O)C)(=O)C.[Na+]. Product: [CH3:13][O:14][C:15]1[CH:20]=[CH:19][CH:18]=[CH:17][C:16]=1[C:21]1[NH:25][C:24]2[C:26]([CH:30]3[CH2:35][CH2:34][N:33]([CH2:11][CH2:10][N:2]([CH3:1])[C:3](=[O:9])[O:4][C:5]([CH3:6])([CH3:7])[CH3:8])[CH2:32][CH2:31]3)=[CH:27][CH:28]=[CH:29][C:23]=2[N:22]=1. The catalyst class is: 61.